Dataset: Forward reaction prediction with 1.9M reactions from USPTO patents (1976-2016). Task: Predict the product of the given reaction. (1) The product is: [Cl:11][C:8]1[C:9]2[S:10][C:2]([C:16]3[C:15]([CH3:27])=[N:14][N:13]([CH3:12])[CH:17]=3)=[CH:3][C:4]=2[N:5]=[CH:6][N:7]=1. Given the reactants Br[C:2]1[S:10][C:9]2[C:8]([Cl:11])=[N:7][CH:6]=[N:5][C:4]=2[CH:3]=1.[CH3:12][N:13]1[CH:17]=[C:16](B2OC(C)(C)C(C)(C)O2)[C:15]([CH3:27])=[N:14]1.C(=O)([O-])[O-].[K+].[K+], predict the reaction product. (2) Given the reactants F[C:2]1[CH:10]=[CH:9][C:8]([N+:11]([O-:13])=[O:12])=[CH:7][C:3]=1[C:4]([OH:6])=O.CCN=C=NCCCN(C)C.Cl.C(N(C(C)C)C(C)C)C.[CH2:35]([NH:39][NH2:40])[CH:36]([CH3:38])[CH3:37].C1(C)C=CC(S(O)(=O)=O)=CC=1.Cl, predict the reaction product. The product is: [CH2:35]([N:39]1[C:2]2[C:3](=[CH:7][C:8]([N+:11]([O-:13])=[O:12])=[CH:9][CH:10]=2)[C:4](=[O:6])[NH:40]1)[CH:36]([CH3:38])[CH3:37]. (3) Given the reactants [Cl:1][C:2]1[CH:3]=[C:4]2[CH:10]=[C:9]([C:11]([NH:13][C@@H:14]([CH2:18][C:19]3[CH:24]=[CH:23][C:22]([F:25])=[CH:21][CH:20]=3)[C:15](O)=[O:16])=[O:12])[NH:8][C:5]2=[CH:6][N:7]=1.[CH3:26][N:27]([CH3:34])[CH:28]1[CH2:33][CH2:32][NH:31][CH2:30][CH2:29]1, predict the reaction product. The product is: [CH3:26][N:27]([CH3:34])[CH:28]1[CH2:33][CH2:32][N:31]([C:15](=[O:16])[C@@H:14]([NH:13][C:11]([C:9]2[NH:8][C:5]3=[CH:6][N:7]=[C:2]([Cl:1])[CH:3]=[C:4]3[CH:10]=2)=[O:12])[CH2:18][C:19]2[CH:20]=[CH:21][C:22]([F:25])=[CH:23][CH:24]=2)[CH2:30][CH2:29]1. (4) Given the reactants [CH3:1][C:2]1([CH3:16])[C:6]([CH3:8])([CH3:7])[O:5][B:4]([C:9]2[CH:15]=[CH:14][C:12]([NH2:13])=[CH:11][CH:10]=2)[O:3]1.[N:17]([C:20]1[CH:25]=[CH:24][CH:23]=[C:22]([CH3:26])[CH:21]=1)=[C:18]=[O:19], predict the reaction product. The product is: [CH3:26][C:22]1[CH:21]=[C:20]([NH:17][C:18]([NH:13][C:12]2[CH:14]=[CH:15][C:9]([B:4]3[O:3][C:2]([CH3:16])([CH3:1])[C:6]([CH3:7])([CH3:8])[O:5]3)=[CH:10][CH:11]=2)=[O:19])[CH:25]=[CH:24][CH:23]=1. (5) Given the reactants C([Li])CCC.Br[C:7]1[CH:12]=[CH:11][CH:10]=[CH:9][C:8]=1[O:13]COCC.[Br:18][C:19]1[CH:20]=[C:21]2[C:31](=[CH:32][CH:33]=1)[O:30][C:24]1[CH:25]=[N:26][C:27]([Cl:29])=[CH:28][C:23]=1[C:22]2=[N:34]S(C(C)(C)C)=O.Cl.O1CCOCC1, predict the reaction product. The product is: [NH2:34][C:22]1([C:7]2[CH:12]=[CH:11][CH:10]=[CH:9][C:8]=2[OH:13])[C:23]2[CH:28]=[C:27]([Cl:29])[N:26]=[CH:25][C:24]=2[O:30][C:31]2[C:21]1=[CH:20][C:19]([Br:18])=[CH:33][CH:32]=2. (6) Given the reactants C([O-])(O)=[O:2].[Na+].[Cl:6][C:7]1[CH:12]=[C:11]([O:13][C:14]2[N:19]=[CH:18][CH:17]=[CH:16][N:15]=2)[CH:10]=[CH:9][C:8]=1[C:20]1[C:29]([F:30])=[CH:28][C:27]2[N:26]=[CH:25][C:24]3[N:31]=[C:32]([CH3:48])[N:33]([C@H:34]4[CH2:39][CH2:38][N:37]([CH:40](CC=O)[C:41]([O-:43])=O)[CH2:36][C@@H:35]4[F:47])[C:23]=3[C:22]=2[CH:21]=1.CO.C(Cl)Cl, predict the reaction product. The product is: [Cl:6][C:7]1[CH:12]=[C:11]([O:13][C:14]2[N:19]=[CH:18][CH:17]=[CH:16][N:15]=2)[CH:10]=[CH:9][C:8]=1[C:20]1[C:29]([F:30])=[CH:28][C:27]2[N:26]=[CH:25][C:24]3[N:31]=[C:32]([CH3:48])[N:33]([C@H:34]4[CH2:39][CH2:38][N:37]([C:40](=[O:2])[CH2:41][OH:43])[CH2:36][C@@H:35]4[F:47])[C:23]=3[C:22]=2[CH:21]=1.